From a dataset of Catalyst prediction with 721,799 reactions and 888 catalyst types from USPTO. Predict which catalyst facilitates the given reaction. Reactant: [Cl:1][C:2]1[CH:11]=[C:10]([C:12](O)=[O:13])[CH:9]=[C:8]2[C:3]=1[C:4](=[O:26])[N:5]([C:16]1[N:21]=[C:20]([O:22][CH3:23])[C:19]([O:24][CH3:25])=[CH:18][N:17]=1)[C:6](=[S:15])[NH:7]2.CCN(C(C)C)C(C)C.CN(C(ON1N=NC2C=CC=NC1=2)=[N+](C)C)C.F[P-](F)(F)(F)(F)F.[Cl:60][C:61]1[CH:62]=[C:63]([CH:66]=[CH:67][CH:68]=1)[CH2:64][NH2:65]. Product: [Cl:1][C:2]1[CH:11]=[C:10]([C:12]([NH:65][CH2:64][C:63]2[CH:66]=[CH:67][CH:68]=[C:61]([Cl:60])[CH:62]=2)=[O:13])[CH:9]=[C:8]2[C:3]=1[C:4](=[O:26])[N:5]([C:16]1[N:21]=[C:20]([O:22][CH3:23])[C:19]([O:24][CH3:25])=[CH:18][N:17]=1)[C:6](=[S:15])[NH:7]2. The catalyst class is: 3.